Predict the reactants needed to synthesize the given product. From a dataset of Full USPTO retrosynthesis dataset with 1.9M reactions from patents (1976-2016). (1) Given the product [Cl:34][C:31]1[CH:30]=[CH:29][C:28]([NH:27][C:26]([CH:7]2[CH:8]([C:9](=[O:25])[NH:10][C:11]3[CH:16]=[CH:15][C:14]([N:17]4[CH:22]=[CH:21][CH:20]=[CH:19][C:18]4=[O:23])=[CH:13][C:12]=3[F:24])[CH:6]2[C:4]([OH:5])=[O:3])=[O:35])=[CH:33][CH:32]=1, predict the reactants needed to synthesize it. The reactants are: C([O:3][C:4]([CH:6]1[CH:8]([C:9](=[O:25])[NH:10][C:11]2[CH:16]=[CH:15][C:14]([N:17]3[CH:22]=[CH:21][CH:20]=[CH:19][C:18]3=[O:23])=[CH:13][C:12]=2[F:24])[CH:7]1[C:26](=[O:35])[NH:27][C:28]1[CH:33]=[CH:32][C:31]([Cl:34])=[CH:30][CH:29]=1)=[O:5])C.[Li+].[OH-].Cl. (2) Given the product [Br:1][C:2]1[CH:3]=[C:4]2[C:8](=[CH:9][CH:10]=1)[NH:7][C:6](=[O:11])[C:5]12[O:15][CH2:14][CH2:13][O:12]1, predict the reactants needed to synthesize it. The reactants are: [Br:1][C:2]1[CH:3]=[C:4]2[C:8](=[CH:9][CH:10]=1)[NH:7][C:6](=[O:11])[C:5]2=[O:12].[CH2:13](O)[CH2:14][OH:15].CC1C=CC(S(O)(=O)=O)=CC=1. (3) Given the product [OH:35][C:24]1[C:23](=[O:22])[N:12]([C:13]2[N:14]=[N:15][C:16]([CH3:19])=[CH:17][CH:18]=2)[CH:8]([C:7]2[CH:10]=[CH:11][C:4]([CH:1]([CH3:3])[CH3:2])=[CH:5][CH:6]=2)[C:25]=1[C:26](=[O:34])[C:27]1[CH:32]=[CH:31][C:30]([CH3:33])=[CH:29][CH:28]=1, predict the reactants needed to synthesize it. The reactants are: [CH:1]([C:4]1[CH:11]=[CH:10][C:7]([CH:8]=O)=[CH:6][CH:5]=1)([CH3:3])[CH3:2].[NH2:12][C:13]1[N:14]=[N:15][C:16]([CH3:19])=[CH:17][CH:18]=1.C([O:22][C:23](=O)[C:24]([OH:35])=[CH:25][C:26](=[O:34])[C:27]1[CH:32]=[CH:31][C:30]([CH3:33])=[CH:29][CH:28]=1)C. (4) Given the product [Cl:20][C:14]1[CH:13]=[C:12]([N:11]2[CH:7]([CH2:6][OH:5])[C:8](=[O:24])[C:9]([CH3:22])([CH3:23])[C:10]2=[O:21])[CH:19]=[CH:18][C:15]=1[C:16]#[N:17], predict the reactants needed to synthesize it. The reactants are: C([O:5][CH2:6][CH:7]1[N:11]([C:12]2[CH:19]=[CH:18][C:15]([C:16]#[N:17])=[C:14]([Cl:20])[CH:13]=2)[C:10](=[O:21])[C:9]([CH3:23])([CH3:22])[C:8]1=[O:24])(C)(C)C.FC(F)(F)C(O)=O.C(=O)([O-])O.[Na+]. (5) Given the product [CH2:1]([NH:3][C:4](=[O:20])[C:5]1[CH:10]=[CH:9][C:8]([N:11]=[N+:26]=[N-:27])=[C:7]([O:12][CH2:13][C:14]2[CH:15]=[CH:16][CH:17]=[CH:18][CH:19]=2)[CH:6]=1)[CH3:2], predict the reactants needed to synthesize it. The reactants are: [CH2:1]([NH:3][C:4](=[O:20])[C:5]1[CH:10]=[CH:9][C:8]([NH2:11])=[C:7]([O:12][CH2:13][C:14]2[CH:19]=[CH:18][CH:17]=[CH:16][CH:15]=2)[CH:6]=1)[CH3:2].Cl.N([O-])=O.[Na+].[N-:26]=[N+:27]=[N-].[Na+]. (6) Given the product [CH:19]1([C:25]2[CH:33]=[CH:32][C:28]([C:29]3[O:18][N:17]=[C:15]([C:13]4[O:14][C:10]([CH2:9][OH:8])=[CH:11][CH:12]=4)[N:16]=3)=[CH:27][CH:26]=2)[CH2:20][CH2:21][CH2:22][CH2:23][CH2:24]1, predict the reactants needed to synthesize it. The reactants are: [Si]([O:8][CH2:9][C:10]1[O:14][C:13]([C:15](=[N:17][OH:18])[NH2:16])=[CH:12][CH:11]=1)(C(C)(C)C)(C)C.[CH:19]1([C:25]2[CH:33]=[CH:32][C:28]([C:29](O)=O)=[CH:27][CH:26]=2)[CH2:24][CH2:23][CH2:22][CH2:21][CH2:20]1.C1(N=C=NC2CCCCC2)CCCCC1.[F-].C([N+](CCCC)(CCCC)CCCC)CCC. (7) The reactants are: [C:1]1([C:7]2[C:11]3[N:12]=[CH:13][NH:14][C:15](=[O:16])[C:10]=3[S:9][N:8]=2)[CH:6]=[CH:5][CH:4]=[CH:3][CH:2]=1.C(=O)([O-])[O-].[Cs+].[Cs+].[O:23]1[C:25]2([CH2:30][CH2:29][N:28]([C:31]([O:33][C:34]([CH3:37])([CH3:36])[CH3:35])=[O:32])[CH2:27][CH2:26]2)[CH2:24]1. Given the product [OH:23][C:25]1([CH2:24][N:14]2[C:15](=[O:16])[C:10]3[S:9][N:8]=[C:7]([C:1]4[CH:2]=[CH:3][CH:4]=[CH:5][CH:6]=4)[C:11]=3[N:12]=[CH:13]2)[CH2:26][CH2:27][N:28]([C:31]([O:33][C:34]([CH3:37])([CH3:36])[CH3:35])=[O:32])[CH2:29][CH2:30]1, predict the reactants needed to synthesize it.